From a dataset of Retrosynthesis with 50K atom-mapped reactions and 10 reaction types from USPTO. Predict the reactants needed to synthesize the given product. (1) Given the product CCc1c(CCCC(=O)O)cccc1-c1nnc(-c2ccc(OC(C)C)c(C#N)c2)s1, predict the reactants needed to synthesize it. The reactants are: CCOC(=O)CCCc1cccc(-c2nnc(-c3ccc(OC(C)C)c(C#N)c3)s2)c1CC. (2) Given the product Cc1cccc(CO)c1N(C)c1ccnc(Cl)n1, predict the reactants needed to synthesize it. The reactants are: CI.Cc1cccc(CO)c1Nc1ccnc(Cl)n1. (3) Given the product CC(C)(C)OC(=O)Nc1ccc(CO)cn1, predict the reactants needed to synthesize it. The reactants are: CCOC(=O)c1ccc(NC(=O)OC(C)(C)C)nc1.